Task: Regression. Given two drug SMILES strings and cell line genomic features, predict the synergy score measuring deviation from expected non-interaction effect.. Dataset: NCI-60 drug combinations with 297,098 pairs across 59 cell lines (1) Drug 1: CC1=C(C=C(C=C1)NC2=NC=CC(=N2)N(C)C3=CC4=NN(C(=C4C=C3)C)C)S(=O)(=O)N.Cl. Drug 2: CC1=C2C(C(=O)C3(C(CC4C(C3C(C(C2(C)C)(CC1OC(=O)C(C(C5=CC=CC=C5)NC(=O)OC(C)(C)C)O)O)OC(=O)C6=CC=CC=C6)(CO4)OC(=O)C)O)C)O. Cell line: COLO 205. Synergy scores: CSS=70.8, Synergy_ZIP=22.8, Synergy_Bliss=21.3, Synergy_Loewe=-31.6, Synergy_HSA=16.6. (2) Drug 1: C1C(C(OC1N2C=NC3=C2NC=NCC3O)CO)O. Drug 2: CC1C(C(CC(O1)OC2CC(CC3=C2C(=C4C(=C3O)C(=O)C5=CC=CC=C5C4=O)O)(C(=O)C)O)N)O. Cell line: IGROV1. Synergy scores: CSS=52.1, Synergy_ZIP=4.61, Synergy_Bliss=4.17, Synergy_Loewe=-39.5, Synergy_HSA=2.80. (3) Drug 1: CCC(=C(C1=CC=CC=C1)C2=CC=C(C=C2)OCCN(C)C)C3=CC=CC=C3.C(C(=O)O)C(CC(=O)O)(C(=O)O)O. Drug 2: C1CN(CCN1C(=O)CCBr)C(=O)CCBr. Cell line: EKVX. Synergy scores: CSS=14.6, Synergy_ZIP=-2.32, Synergy_Bliss=-0.182, Synergy_Loewe=-0.0534, Synergy_HSA=0.110. (4) Drug 1: C1C(C(OC1N2C=NC3=C(N=C(N=C32)Cl)N)CO)O. Drug 2: CC1C(C(CC(O1)OC2CC(CC3=C2C(=C4C(=C3O)C(=O)C5=CC=CC=C5C4=O)O)(C(=O)C)O)N)O. Cell line: SF-295. Synergy scores: CSS=36.6, Synergy_ZIP=-3.08, Synergy_Bliss=-4.99, Synergy_Loewe=-15.2, Synergy_HSA=-3.70. (5) Drug 1: CCC1=CC2CC(C3=C(CN(C2)C1)C4=CC=CC=C4N3)(C5=C(C=C6C(=C5)C78CCN9C7C(C=CC9)(C(C(C8N6C)(C(=O)OC)O)OC(=O)C)CC)OC)C(=O)OC.C(C(C(=O)O)O)(C(=O)O)O. Drug 2: B(C(CC(C)C)NC(=O)C(CC1=CC=CC=C1)NC(=O)C2=NC=CN=C2)(O)O. Cell line: KM12. Synergy scores: CSS=45.3, Synergy_ZIP=-2.36, Synergy_Bliss=-3.05, Synergy_Loewe=0.615, Synergy_HSA=-0.742.